From a dataset of Forward reaction prediction with 1.9M reactions from USPTO patents (1976-2016). Predict the product of the given reaction. (1) The product is: [Cl:23][C:19]1[CH:18]=[C:17]([C:15]2[CH:16]=[C:4]3[N:3]=[C:2]([NH:31][N:32]=[CH:22][C:17]4[CH:15]=[CH:16][CH:4]=[C:33]([CH3:34])[CH:18]=4)[CH:7]=[C:6]([N:8]4[CH2:13][CH2:12][O:11][CH2:10][CH2:9]4)[N:5]3[N:14]=2)[CH:22]=[CH:21][CH:20]=1. Given the reactants Cl[C:2]1[CH:7]=[C:6]([N:8]2[CH2:13][CH2:12][O:11][CH2:10][CH2:9]2)[N:5]2[N:14]=[C:15]([C:17]3[CH:22]=[CH:21][CH:20]=[C:19]([Cl:23])[CH:18]=3)[CH:16]=[C:4]2[N:3]=1.C(=O)([O-])[O-].[K+].[K+].O.[NH2:31][NH2:32].[CH2:33](O)[CH3:34], predict the reaction product. (2) The product is: [Br:10][C:11]1[CH:16]=[CH:15][CH:14]=[CH:13][C:12]=1[S:9][C:3]1[CH:4]=[CH:5][C:6](/[CH:19]=[CH:20]/[C:21]([N:49]2[CH2:50][CH2:51][CH2:52][CH:47]([CH2:46][OH:45])[CH2:48]2)=[O:22])=[CH:7][C:2]=1[Cl:1]. Given the reactants [Cl:1][C:2]1[CH:7]=[C:6](Cl)[CH:5]=[CH:4][C:3]=1[SH:9].[Br:10][C:11]1[CH:16]=[CH:15][CH:14]=[CH:13][C:12]=1S.Cl[C:19]1C=CC=C[C:20]=1[CH:21]=[O:22].ClC1C=C(C=CC=1F)C=O.NCCCCCCO.[OH:45][CH2:46][CH:47]1[CH2:52][CH2:51][CH2:50][NH:49][CH2:48]1, predict the reaction product. (3) Given the reactants [O:1]=[C:2]1[O:8][C@H:7]([C@H:9]([CH2:11][OH:12])[OH:10])[C:5]([O-:6])=[C:3]1[OH:4].[Sr:13].[Ca].[O:15]=[C:16]1[O:22][C@H:21]([C@H:23]([CH2:25][OH:26])[OH:24])[C:19]([OH:20])=[C:17]1[OH:18].C(=O)([O-])[O-].[Sr+2].C(=O)([O-])[O-].[Ca+2], predict the reaction product. The product is: [O:1]=[C:2]1[O:8][C@H:7]([C@H:9]([CH2:11][OH:12])[OH:10])[C:5]([O-:6])=[C:3]1[OH:4].[Sr+2:13].[O:15]=[C:16]1[O:22][C@H:21]([C@H:23]([CH2:25][OH:26])[OH:24])[C:19]([O-:20])=[C:17]1[OH:18]. (4) Given the reactants [Cl:1][C:2]1[C:24]([C:25]([F:28])([F:27])[F:26])=[CH:23][CH:22]=[CH:21][C:3]=1[C:4]([NH:6][CH:7]([C:14]1([NH:19][CH3:20])[CH2:18][CH2:17][CH2:16][CH2:15]1)[C:8]1[CH:13]=[CH:12][CH:11]=[CH:10][CH:9]=1)=[O:5].[CH:29]1([CH:32]=O)[CH2:31][CH2:30]1.C(O[BH-](OC(=O)C)OC(=O)C)(=O)C.[Na+].Cl, predict the reaction product. The product is: [ClH:1].[Cl:1][C:2]1[C:24]([C:25]([F:26])([F:27])[F:28])=[CH:23][CH:22]=[CH:21][C:3]=1[C:4]([NH:6][CH:7]([C:14]1([N:19]([CH2:32][CH:29]2[CH2:31][CH2:30]2)[CH3:20])[CH2:18][CH2:17][CH2:16][CH2:15]1)[C:8]1[CH:9]=[CH:10][CH:11]=[CH:12][CH:13]=1)=[O:5]. (5) Given the reactants Br[C:2]1[CH:3]=[C:4]2[C:9]([NH:10][C@H:11]3[C@@H:15]([CH3:16])[CH2:14][N:13]([S:17]([CH3:20])(=[O:19])=[O:18])[CH2:12]3)=[C:8]([C:21]([NH2:23])=[O:22])[CH:7]=[N:6][N:5]2[CH:24]=1.[CH3:25][NH:26][C:27](=[O:43])[C:28]1[CH:33]=[CH:32][C:31](B2OC(C)(C)C(C)(C)O2)=[CH:30][N:29]=1, predict the reaction product. The product is: [CH3:16][C@H:15]1[CH2:14][N:13]([S:17]([CH3:20])(=[O:19])=[O:18])[CH2:12][C@H:11]1[NH:10][C:9]1[C:4]2[N:5]([CH:24]=[C:2]([C:31]3[CH:30]=[N:29][C:28]([C:27](=[O:43])[NH:26][CH3:25])=[CH:33][CH:32]=3)[CH:3]=2)[N:6]=[CH:7][C:8]=1[C:21]([NH2:23])=[O:22]. (6) Given the reactants C([O:3][C:4]([C@@H:6]1[CH2:10][C@@H:9]([S:11]([C:14]2[CH:19]=[CH:18][C:17]([F:20])=[CH:16][C:15]=2[Cl:21])(=[O:13])=[O:12])[CH2:8][C@H:7]1[CH2:22][O:23][CH2:24][C:25]1[CH:30]=[CH:29][C:28]([O:31][CH3:32])=[CH:27][CH:26]=1)=O)C.[NH2:33][C:34]1([C:37]#[N:38])[CH2:36][CH2:35]1, predict the reaction product. The product is: [C:37]([C:34]1([NH:33][C:4]([C@@H:6]2[CH2:10][C@@H:9]([S:11]([C:14]3[CH:19]=[CH:18][C:17]([F:20])=[CH:16][C:15]=3[Cl:21])(=[O:13])=[O:12])[CH2:8][C@H:7]2[CH2:22][O:23][CH2:24][C:25]2[CH:26]=[CH:27][C:28]([O:31][CH3:32])=[CH:29][CH:30]=2)=[O:3])[CH2:36][CH2:35]1)#[N:38]. (7) Given the reactants C([O:3][C:4](=[O:32])[CH2:5][S:6][C:7]1[S:11][C:10]([NH:12][C:13]([N:15]([CH2:25][CH:26]2[CH2:31][CH2:30][CH2:29][CH2:28][CH2:27]2)[C:16]2[CH:21]=[CH:20][C:19]([F:22])=[C:18]([F:23])[C:17]=2[F:24])=[O:14])=[N:9][CH:8]=1)C.C1(CN(C2C=CC(S(C)(=O)=O)=CC=2)C(=O)NC2SC=C(CC(O)=O)N=2)CCCC1.CN(CC1CCCCC1)C1C=CC(F)=C(F)C=1F.C(OC(=O)CSC1SC(N)=NC=1)C, predict the reaction product. The product is: [CH:26]1([CH2:25][N:15]([C:16]2[CH:21]=[CH:20][C:19]([F:22])=[C:18]([F:23])[C:17]=2[F:24])[C:13](=[O:14])[NH:12][C:10]2[S:11][C:7]([S:6][CH2:5][C:4]([OH:32])=[O:3])=[CH:8][N:9]=2)[CH2:31][CH2:30][CH2:29][CH2:28][CH2:27]1.